From a dataset of Forward reaction prediction with 1.9M reactions from USPTO patents (1976-2016). Predict the product of the given reaction. (1) Given the reactants [CH2:1]([C:12]1[CH:13]=[C:14]([C:18]([NH2:21])=[CH:19][CH:20]=1)[C:15]([OH:17])=[O:16])[C:2]1[CH:3]=[C:4]([C:8]([NH2:11])=[CH:9][CH:10]=1)C(O)=O.[CH3:22][S:23]([C:26]1[CH:31]=[CH:30][C:29]([CH:32]=[CH:33][C:34](Cl)=[O:35])=[CH:28][CH:27]=1)(=[O:25])=[O:24].[C:37](=[O:40])(O)[O-].[Na+], predict the reaction product. The product is: [CH3:22][S:23]([C:26]1[CH:31]=[CH:30][C:29]([CH:32]=[CH:33][C:34]([NH:21][C:18]2[CH:19]=[CH:20][C:12]([CH2:1][C:2]3[CH:10]=[CH:9][C:8]([NH:11][C:37](=[O:40])[CH:33]=[CH:32][C:29]4[CH:28]=[CH:27][C:26](=[S:23](=[O:25])=[O:24])[CH2:31][CH:30]=4)=[CH:4][CH:3]=3)=[CH:13][C:14]=2[C:15]([OH:17])=[O:16])=[O:35])=[CH:28][CH:27]=1)(=[O:25])=[O:24]. (2) The product is: [F:1][C:2]1[CH:7]=[CH:6][C:5]([CH2:8][CH2:9][NH:10][C:18](=[O:22])/[CH:19]=[CH:20]/[CH3:21])=[CH:4][CH:3]=1. Given the reactants [F:1][C:2]1[CH:7]=[CH:6][C:5]([CH2:8][CH2:9][NH2:10])=[CH:4][CH:3]=1.C(N(CC)CC)C.[C:18](Cl)(=[O:22])/[CH:19]=[CH:20]/[CH3:21], predict the reaction product. (3) Given the reactants [Cl:1][C:2]1[S:6][C:5]([C:7]2[N:12]=[C:11]([NH:13][C:14]3[CH:19]=[CH:18][C:17]([CH2:20]/[C:21](=[N:24]\[C:25](=O)[O:26]C4C=CC=CC=4)/[NH:22][OH:23])=[CH:16][CH:15]=3)[C:10]([CH2:34][CH3:35])=[C:9]([CH3:36])[N:8]=2)=[CH:4][CH:3]=1, predict the reaction product. The product is: [Cl:1][C:2]1[S:6][C:5]([C:7]2[N:12]=[C:11]([NH:13][C:14]3[CH:15]=[CH:16][C:17]([CH2:20][C:21]4[NH:24][C:25](=[O:26])[O:23][N:22]=4)=[CH:18][CH:19]=3)[C:10]([CH2:34][CH3:35])=[C:9]([CH3:36])[N:8]=2)=[CH:4][CH:3]=1. (4) Given the reactants [Al+3].[Cl-].[Cl-].[Cl-].[CH3:5][CH:6]1[C:13]2[CH:12]=[CH:11][S:10][C:9]=2[C:8](=[O:14])[CH:7]1[CH3:15].[Br:16]Br.Cl, predict the reaction product. The product is: [Br:16][C:12]1[C:13]2[CH:6]([CH3:5])[CH:7]([CH3:15])[C:8](=[O:14])[C:9]=2[S:10][CH:11]=1. (5) Given the reactants [Br:1][C:2]1[CH:3]=[C:4]([N+:9]([O-:11])=[O:10])[C:5](Cl)=[N:6][CH:7]=1.N12[CH2:22][CH2:21]CN=C1CCCCC2.[OH2:23], predict the reaction product. The product is: [Br:1][C:2]1[CH:3]=[C:4]([N+:9]([O-:11])=[O:10])[C:5]([O:23][CH2:21][CH3:22])=[N:6][CH:7]=1. (6) Given the reactants [F:1][C:2]1[C:10]2[S:9][C:8]([S:11][CH3:12])=[N:7][C:6]=2[CH:5]=[CH:4][C:3]=1[C:13](OC)=[O:14].CSC1SC2C=C(C(OCC)=O)C=CC=2N=1, predict the reaction product. The product is: [F:1][C:2]1[C:10]2[S:9][C:8]([S:11][CH3:12])=[N:7][C:6]=2[CH:5]=[CH:4][C:3]=1[CH2:13][OH:14].